From a dataset of Catalyst prediction with 721,799 reactions and 888 catalyst types from USPTO. Predict which catalyst facilitates the given reaction. (1) Reactant: [SH:1][C:2]1[S:3][C:4]2[CH:10]=[CH:9][C:8]([C:11]#[N:12])=[CH:7][C:5]=2[N:6]=1.[Cl:13][C:14]1[CH:19]=[C:18]([N+:20]([O-:22])=[O:21])[CH:17]=[CH:16][C:15]=1F.[H-].[Na+]. Product: [Cl:13][C:14]1[CH:19]=[C:18]([N+:20]([O-:22])=[O:21])[CH:17]=[CH:16][C:15]=1[S:1][C:2]1[S:3][C:4]2[CH:10]=[CH:9][C:8]([C:11]#[N:12])=[CH:7][C:5]=2[N:6]=1. The catalyst class is: 3. (2) Product: [CH3:1][NH:2][CH:3]([CH2:5]/[CH:6]=[CH:7]/[C:8]1[CH:9]=[N:10][CH:11]=[C:12]([O:14][CH2:15][CH3:16])[CH:13]=1)[CH3:4]. Reactant: [CH3:1][N:2](C(OC(C)(C)C)=O)[CH:3]([CH2:5]/[CH:6]=[CH:7]/[C:8]1[CH:9]=[N:10][CH:11]=[C:12]([O:14][CH2:15][CH3:16])[CH:13]=1)[CH3:4].FC(F)(F)C(O)=O. The catalyst class is: 520. (3) Reactant: [CH3:1][CH:2]1[O:7][CH2:6][CH2:5][NH:4][CH2:3]1.[OH-].[Na+].[C:10](O[C:10]([O:12][C:13]([CH3:16])([CH3:15])[CH3:14])=[O:11])([O:12][C:13]([CH3:16])([CH3:15])[CH3:14])=[O:11]. Product: [CH3:1][CH:2]1[O:7][CH2:6][CH2:5][N:4]([C:10]([O:12][C:13]([CH3:16])([CH3:15])[CH3:14])=[O:11])[CH2:3]1. The catalyst class is: 12. (4) Reactant: [Cl:1][C:2]1[CH:8]=[CH:7][C:6]([S:9]([N:12]2[C:21]3[C:16](=[CH:17][CH:18]=[CH:19][CH:20]=3)[CH2:15][CH2:14][CH2:13]2)(=[O:11])=[O:10])=[CH:5][C:3]=1[NH2:4].[C:22](Cl)(=[O:26])[O:23][CH2:24][CH3:25]. Product: [Cl:1][C:2]1[CH:8]=[CH:7][C:6]([S:9]([N:12]2[C:21]3[C:16](=[CH:17][CH:18]=[CH:19][CH:20]=3)[CH2:15][CH2:14][CH2:13]2)(=[O:11])=[O:10])=[CH:5][C:3]=1[NH:4][C:22](=[O:26])[O:23][CH2:24][CH3:25]. The catalyst class is: 11. (5) Reactant: C([O:3][C:4](=O)/[CH:5]=[CH:6]/[C:7]1[CH:15]=[CH:14][CH:13]=[C:12]2[C:8]=1[CH:9]=[CH:10][N:11]2[C:16]([O:18][C:19]([CH3:22])([CH3:21])[CH3:20])=[O:17])C.CC(C[AlH]CC(C)C)C. Product: [OH:3][CH2:4]/[CH:5]=[CH:6]/[C:7]1[CH:15]=[CH:14][CH:13]=[C:12]2[C:8]=1[CH:9]=[CH:10][N:11]2[C:16]([O:18][C:19]([CH3:22])([CH3:21])[CH3:20])=[O:17]. The catalyst class is: 2. (6) Reactant: [CH2:1]([O:8][C:9]([N:11]1[C@H:15]([C:16](=[O:29])[NH:17][C:18]2[CH:23]=[CH:22][CH:21]=[C:20]([O:24][C:25]([F:28])([F:27])[F:26])[CH:19]=2)[CH2:14][CH2:13][C@@H:12]1[CH2:30]OS(C)(=O)=O)=[O:10])[C:2]1[CH:7]=[CH:6][CH:5]=[CH:4][CH:3]=1.[N-:36]=[N+:37]=[N-:38].[Na+].CCOC(C)=O. Product: [CH2:1]([O:8][C:9]([N:11]1[C@H:15]([C:16](=[O:29])[NH:17][C:18]2[CH:23]=[CH:22][CH:21]=[C:20]([O:24][C:25]([F:28])([F:27])[F:26])[CH:19]=2)[CH2:14][CH2:13][C@@H:12]1[CH2:30][N:36]=[N+:37]=[N-:38])=[O:10])[C:2]1[CH:7]=[CH:6][CH:5]=[CH:4][CH:3]=1. The catalyst class is: 18. (7) Reactant: [Cl:1][C:2]1[CH:7]=[CH:6][C:5]([C:8]2[CH:9]=[N:10][CH:11]=[C:12]3[C:17]=2[N:16]=[C:15]([C:18]([OH:20])=O)[CH:14]=[CH:13]3)=[CH:4][CH:3]=1.C(N(CC)C(C)C)(C)C.F[P-](F)(F)(F)(F)F.N1(OC(N(C)C)=[N+](C)C)C2N=CC=CC=2N=N1.[CH3:54][C:55]1[N:56]=[CH:57][C:58]([CH2:61][NH2:62])=[N:59][CH:60]=1. Product: [Cl:1][C:2]1[CH:3]=[CH:4][C:5]([C:8]2[CH:9]=[N:10][CH:11]=[C:12]3[C:17]=2[N:16]=[C:15]([C:18]([NH:62][CH2:61][C:58]2[CH:57]=[N:56][C:55]([CH3:54])=[CH:60][N:59]=2)=[O:20])[CH:14]=[CH:13]3)=[CH:6][CH:7]=1. The catalyst class is: 9.